From a dataset of Peptide-MHC class II binding affinity with 134,281 pairs from IEDB. Regression. Given a peptide amino acid sequence and an MHC pseudo amino acid sequence, predict their binding affinity value. This is MHC class II binding data. (1) The peptide sequence is VGADEDDIKATYDKG. The MHC is HLA-DQA10501-DQB10201 with pseudo-sequence HLA-DQA10501-DQB10201. The binding affinity (normalized) is 0.254. (2) The MHC is HLA-DPA10103-DPB10301 with pseudo-sequence HLA-DPA10103-DPB10301. The binding affinity (normalized) is 0.775. The peptide sequence is ARILRQLATPISVII. (3) The peptide sequence is MGTVTTEVALGLVCA. The MHC is DRB1_1101 with pseudo-sequence DRB1_1101. The binding affinity (normalized) is 0. (4) The peptide sequence is NIQIRLPWYSYLYAV. The MHC is DRB4_0101 with pseudo-sequence DRB4_0103. The binding affinity (normalized) is 0.332. (5) The peptide sequence is YASVEAANASPLQVA. The MHC is HLA-DQA10102-DQB10602 with pseudo-sequence HLA-DQA10102-DQB10602. The binding affinity (normalized) is 0.582. (6) The peptide sequence is SQDLELSWNLDGLQAY. The MHC is DRB1_0802 with pseudo-sequence DRB1_0802. The binding affinity (normalized) is 0.249. (7) The peptide sequence is GELQIVDKIDAAFKD. The MHC is DRB3_0202 with pseudo-sequence DRB3_0202. The binding affinity (normalized) is 0.309. (8) The peptide sequence is GELQIVDKIDTAFKI. The MHC is DRB1_1101 with pseudo-sequence DRB1_1101. The binding affinity (normalized) is 0.196.